Dataset: Drug-target binding data from BindingDB using IC50 measurements. Task: Regression. Given a target protein amino acid sequence and a drug SMILES string, predict the binding affinity score between them. We predict pIC50 (pIC50 = -log10(IC50 in M); higher means more potent). Dataset: bindingdb_ic50. (1) The small molecule is O=C(Nc1cc(Oc2ccncc2)cc(Oc2ccc(F)cc2)c1)N1CCC(O)(c2ccc(F)cc2)CC1. The target protein (P47752) has sequence MGGLYSEYLNPEKVQEHYNYTKETLDMQETPSRKVASAFIIILCCAIVVENLLVLIAVARNSKFHSAMYLFLGNLAASDLLAGVAFVANTLLSGPVTLSLTPLQWFAREGSAFITLSASVFSLLAIAIERQVAIAKVKLYGSDKSCRMLMLIGASWLISLILGGLPILGWNCLDHLEACSTVLPLYAKHYVLCVVTIFSVILLAIVALYVRIYFVVRSSHADVAGPQTLALLKTVTIVLGVFIICWLPAFSILLLDSTCPVRACPVLYKAHYFFAFATLNSLLNPVIYTWRSRDLRREVLRPLLCWRQGKGATGRRGGNPGHRLLPLRSSSSLERGLHMPTSPTFLEGNTVV. The pIC50 is 7.8. (2) The small molecule is CC[C@H](C)[C@H](N)C(=O)NS(=O)(=O)CC(=O)N[C@@]1(C(=O)OC)[C@@H](O)C[C@H]2C(C(N)=O)=CN(C)C[C@H]21. The target protein (P41972) has sequence MDYKETLLMPKTDFPMRGGLPNKEPQIQEKWDAEDQYHKALEKNKGNETFILHDGPPYANGNLHMGHALNKILKDFIVRYKTMQGFYAPYVPGWDTHGLPIEQALTKKGVDRKKMSTAEFREKCKEFALEQIELQKKDFRRLGVRGDFNDPYITLKPEYEAAQIRIFGEMADKGLIYKGKKPVYWSPSSESSLAEAEIEYHDKRSASIYVAFNVKDDKGVVDADAKFIIWTTTPWTIPSNVAITVHPELKYGQYNVNGEKYIIAEALSDAVAEALDWDKASIKLEKEYTGKELEYVVAQHPFLDRESLVINGDHVTTDAGTGCVHTAPGHGEDDYIVGQKYELPVISPIDDKGVFTEEGGQFEGMFYDKANKAVTDLLTEKGALLKLDFITHSYPHDWRTKKPVIFRATPQWFASISKVRQDILDAIENTNFKVNWGKTRIYNMVRDRGEWVISRQRVWGVPLPVFYAENGEIIMTKETVNHVADLFAEHGSNIWFEREA.... The pIC50 is 7.2. (3) The drug is O=C1NC(=O)[C@@]2(CCOc3ccc(F)cc32)N1. The target protein (P51635) has sequence MTASSVLLHTGQKMPLIGLGTWKSEPGQVKAAIKYALSVGYRHIDCASVYGNETEIGEALKESVGAGKAVPREELFVTSKLWNTKHHPEDVEPAVRKTLADLQLEYLDLYLMHWPYAFERGDNPFPKNADGTVKYDSTHYKETWKALEALVAKGLVKALGLSNFSSRQIDDVLSVASVRPAVLQVECHPYLAQNELIAHCQARGLEVTAYSPLGSSDRAWRHPDEPVLLEEPVVLALAEKHGRSPAQILLRWQVQRKVICIPKSITPSRILQNIQVFDFTFSPEEMKQLDALNKNWRYIVPMITVDGKRVPRDAGHPLYPFNDPY. The pIC50 is 7.5.